From a dataset of Full USPTO retrosynthesis dataset with 1.9M reactions from patents (1976-2016). Predict the reactants needed to synthesize the given product. (1) Given the product [CH:17]1([CH2:20][O:21][C:22]2[CH:23]=[CH:24][C:25]([C:26]([NH:1][C:2]3[CH:3]=[C:4]4[C:8](=[CH:9][CH:10]=3)[N:7]([CH3:11])[C:6]([C:12]([O:14][CH2:15][CH3:16])=[O:13])=[CH:5]4)=[O:27])=[CH:29][CH:30]=2)[CH2:18][CH2:19]1, predict the reactants needed to synthesize it. The reactants are: [NH2:1][C:2]1[CH:3]=[C:4]2[C:8](=[CH:9][CH:10]=1)[N:7]([CH3:11])[C:6]([C:12]([O:14][CH2:15][CH3:16])=[O:13])=[CH:5]2.[CH:17]1([CH2:20][O:21][C:22]2[CH:30]=[CH:29][C:25]([C:26](O)=[O:27])=[CH:24][CH:23]=2)[CH2:19][CH2:18]1.O.ON1C2C=CC=CC=2N=N1.Cl.C(N=C=NCCCN(C)C)C. (2) The reactants are: Cl[C:2]1[CH:7]=[C:6]([C:8]#[N:9])[CH:5]=[CH:4][N:3]=1.[C:10]([Si:14]([CH3:24])([CH3:23])[O:15][CH2:16][CH2:17][C:18]1[CH:19]=[N:20][NH:21][CH:22]=1)([CH3:13])([CH3:12])[CH3:11].O. Given the product [Si:14]([O:15][CH2:16][CH2:17][C:18]1[CH:22]=[N:21][N:20]([C:2]2[CH:7]=[C:6]([C:8]#[N:9])[CH:5]=[CH:4][N:3]=2)[CH:19]=1)([C:10]([CH3:11])([CH3:13])[CH3:12])([CH3:23])[CH3:24], predict the reactants needed to synthesize it.